This data is from Full USPTO retrosynthesis dataset with 1.9M reactions from patents (1976-2016). The task is: Predict the reactants needed to synthesize the given product. Given the product [Cl:1][C:2]1[CH:3]=[C:4]([CH2:8][CH2:9][C:10]2[CH:11]=[CH:12][C:13]([NH2:16])=[CH:14][CH:15]=2)[CH:5]=[CH:6][CH:7]=1, predict the reactants needed to synthesize it. The reactants are: [Cl:1][C:2]1[CH:7]=[CH:6][CH:5]=[C:4](/[CH:8]=[CH:9]/[C:10]2[CH:15]=[CH:14][C:13]([N+:16]([O-])=O)=[CH:12][CH:11]=2)[CH:3]=1.